This data is from Full USPTO retrosynthesis dataset with 1.9M reactions from patents (1976-2016). The task is: Predict the reactants needed to synthesize the given product. (1) The reactants are: Cl[CH2:2][C:3]1[CH:28]=[CH:27][C:6]([O:7][CH2:8][C:9]2[N:10]=[C:11]([C:15]3[CH:20]=[CH:19][C:18]([CH2:21][C:22]([O:24][CH2:25][CH3:26])=[O:23])=[CH:17][CH:16]=3)[O:12][C:13]=2[CH3:14])=[C:5]([O:29][CH3:30])[CH:4]=1.Cl.[C:32]([C:36]1[O:37][CH:38]=[C:39](/[CH:41]=[CH:42]/[C:43]2[C:44]([OH:54])=[N:45][N:46]([C:48]3[CH:53]=[CH:52][CH:51]=[CH:50][CH:49]=3)[CH:47]=2)[N:40]=1)([CH3:35])([CH3:34])[CH3:33].C(=O)([O-])[O-].[K+].[K+].CN(C)C=O. Given the product [C:32]([C:36]1[O:37][CH:38]=[C:39](/[CH:41]=[CH:42]/[C:43]2[C:44]([O:54][CH2:2][C:3]3[CH:28]=[CH:27][C:6]([O:7][CH2:8][C:9]4[N:10]=[C:11]([C:15]5[CH:20]=[CH:19][C:18]([CH2:21][C:22]([O:24][CH2:25][CH3:26])=[O:23])=[CH:17][CH:16]=5)[O:12][C:13]=4[CH3:14])=[C:5]([O:29][CH3:30])[CH:4]=3)=[N:45][N:46]([C:48]3[CH:53]=[CH:52][CH:51]=[CH:50][CH:49]=3)[CH:47]=2)[N:40]=1)([CH3:35])([CH3:33])[CH3:34], predict the reactants needed to synthesize it. (2) Given the product [Br:1][C:2]1[CH:3]=[N:4][C:5]2[N:6]([N:8]=[C:9]([C:11]([N:22]3[CH2:21][CH2:20][N:19]4[C:15]([Br:14])=[C:16]([Br:25])[CH:17]=[C:18]4[CH:23]3[CH3:24])=[O:13])[CH:10]=2)[CH:7]=1, predict the reactants needed to synthesize it. The reactants are: [Br:1][C:2]1[CH:3]=[N:4][C:5]2[N:6]([N:8]=[C:9]([C:11]([OH:13])=O)[CH:10]=2)[CH:7]=1.[Br:14][C:15]1[N:19]2[CH2:20][CH2:21][NH:22][CH:23]([CH3:24])[C:18]2=[CH:17][C:16]=1[Br:25]. (3) Given the product [CH3:1][N:2]([CH3:18])[CH2:3][C@@H:4]1[CH2:8][CH2:7][CH2:6][N:5]1[CH2:9][C:11]1[CH:16]=[CH:15][CH:14]=[CH:13][CH:12]=1, predict the reactants needed to synthesize it. The reactants are: [CH3:1][N:2]([CH3:18])[C:3](=O)[C@@H:4]1[CH2:8][CH2:7][CH2:6][N:5]1[C:9]([C:11]1[CH:16]=[CH:15][CH:14]=[CH:13][CH:12]=1)=O.[H-].[H-].[H-].[H-].[Li+].[Al+3]. (4) Given the product [F:36][C:35]([F:38])([F:37])[S:32]([O:15][C:14]1[CH2:16][CH:9]2[N:8]([C:6]([O:5][C:2]([CH3:1])([CH3:3])[CH3:4])=[O:7])[CH:12]([CH:13]=1)[CH2:11][CH2:10]2)(=[O:34])=[O:33], predict the reactants needed to synthesize it. The reactants are: [CH3:1][C:2]([O:5][C:6]([N:8]1[C@@H:12]2[CH2:13][C:14]([CH2:16][C@H:9]1[CH2:10][CH2:11]2)=[O:15])=[O:7])([CH3:4])[CH3:3].[Li+].CC([N-]C(C)C)C.C1C=CC(N([S:32]([C:35]([F:38])([F:37])[F:36])(=[O:34])=[O:33])[S:32]([C:35]([F:38])([F:37])[F:36])(=[O:34])=[O:33])=CC=1. (5) Given the product [CH:29]1([C:27]2[CH:28]=[C:19]3[C:18]([CH2:17][CH2:39][C:38]4[C:37]([Cl:40])=[CH:36][N+:35]([O-:41])=[CH:34][C:33]=4[Cl:32])=[CH:23][CH:22]=[C:21]([O:24][CH3:25])[N:20]3[N:26]=2)[CH2:31][CH2:30]1, predict the reactants needed to synthesize it. The reactants are: C[Si]([N-][Si](C)(C)C)(C)C.[Na+].C1COCC1.Cl[CH2:17][C:18]1[C:19]2[N:20]([N:26]=[C:27]([CH:29]3[CH2:31][CH2:30]3)[CH:28]=2)[C:21]([O:24][CH3:25])=[CH:22][CH:23]=1.[Cl:32][C:33]1[CH:34]=[N+:35]([O-:41])[CH:36]=[C:37]([Cl:40])[C:38]=1[CH3:39].[Cl-].[NH4+]. (6) Given the product [C:11]([NH:1][CH:2]([CH:6]([CH3:8])[CH3:7])[C:3]([OH:5])=[O:4])(=[O:18])[C:12]1[CH:17]=[CH:16][CH:15]=[CH:14][CH:13]=1, predict the reactants needed to synthesize it. The reactants are: [NH2:1][CH:2]([CH:6]([CH3:8])[CH3:7])[C:3]([OH:5])=[O:4].[OH-].[Na+].[C:11](Cl)(=[O:18])[C:12]1[CH:17]=[CH:16][CH:15]=[CH:14][CH:13]=1.